The task is: Predict the product of the given reaction.. This data is from Forward reaction prediction with 1.9M reactions from USPTO patents (1976-2016). (1) Given the reactants [Cl:1][C:2]1[N:3]=[C:4]2[CH:17]=[CH:16][C:15]3=[N:18][N:19]=[C:20]([C:21]([O:23]C)=O)[N:14]3[C:5]2=[N:6][C:7]=1[C:8]1[CH:13]=[CH:12][CH:11]=[CH:10][CH:9]=1.[CH2:25]([NH2:27])[CH3:26], predict the reaction product. The product is: [Cl:1][C:2]1[N:3]=[C:4]2[CH:17]=[CH:16][C:15]3=[N:18][N:19]=[C:20]([C:21]([NH:27][CH2:25][CH3:26])=[O:23])[N:14]3[C:5]2=[N:6][C:7]=1[C:8]1[CH:13]=[CH:12][CH:11]=[CH:10][CH:9]=1. (2) The product is: [F:1][C:2]1[CH:11]=[CH:10][CH:9]=[C:8]2[C:3]=1[C:4]1([CH2:16][CH2:17][CH2:18]1)[CH2:5][CH2:6][N:7]2[CH2:12][CH2:13][NH2:15]. Given the reactants [F:1][C:2]1[CH:11]=[CH:10][CH:9]=[C:8]2[C:3]=1[C:4]1([CH2:18][CH2:17][CH2:16]1)[CH2:5][CH2:6][N:7]2[CH2:12][C:13]([NH2:15])=O.CSC.B, predict the reaction product. (3) Given the reactants CC(OI1(OC(C)=O)(OC(C)=O)OC(=O)C2C=CC=CC1=2)=O.O[CH2:24][C:25]1[CH:30]=[CH:29][C:28]([C@@H:31]2[CH2:40][CH2:39][CH2:38][C@H:37]3[N:32]2[C:33](=[O:56])/[C:34](=[CH:41]/[C:42]2[CH:47]=[CH:46][C:45]([N:48]4[CH:52]=[C:51]([CH3:53])[N:50]=[CH:49]4)=[C:44]([O:54][CH3:55])[CH:43]=2)/[CH2:35][CH2:36]3)=[CH:27][CH:26]=1.O.C(=O)(O)[O-].[Na+].Cl.NO.C([O-])(=O)C.[Na+].C(N1C=CN=C1)([N:73]1C=CN=C1)=O, predict the reaction product. The product is: [C:24]([C:25]1[CH:30]=[CH:29][C:28]([C@@H:31]2[CH2:40][CH2:39][CH2:38][C@H:37]3[N:32]2[C:33](=[O:56])/[C:34](=[CH:41]/[C:42]2[CH:47]=[CH:46][C:45]([N:48]4[CH:52]=[C:51]([CH3:53])[N:50]=[CH:49]4)=[C:44]([O:54][CH3:55])[CH:43]=2)/[CH2:35][CH2:36]3)=[CH:27][CH:26]=1)#[N:73]. (4) Given the reactants [NH:1]1[CH:5]=[C:4]([CH2:6][N:7]2[C:15]3[C:10](=[C:11]([NH:16][C:17]([C:19]4[N:23]5[CH:24]=[CH:25][CH:26]=[CH:27][C:22]5=[N:21][CH:20]=4)=[O:18])[CH:12]=[CH:13][CH:14]=3)[C:9]([CH2:28][CH3:29])=[N:8]2)[CH:3]=[N:2]1.O.[OH-].[Cs+].Br[CH2:34][CH3:35].[ClH:36], predict the reaction product. The product is: [ClH:36].[ClH:36].[CH2:28]([C:9]1[C:10]2[C:15](=[CH:14][CH:13]=[CH:12][C:11]=2[NH:16][C:17]([C:19]2[N:23]3[CH:24]=[CH:25][CH:26]=[CH:27][C:22]3=[N:21][CH:20]=2)=[O:18])[N:7]([CH2:6][C:4]2[CH:5]=[N:1][N:2]([CH2:34][CH3:35])[CH:3]=2)[N:8]=1)[CH3:29]. (5) Given the reactants [CH3:1][NH:2][CH2:3][CH2:4][CH2:5][NH2:6].[Cl:7][C:8]1[C:9]([OH:17])=[C:10]([CH:13]=[C:14]([Cl:16])[CH:15]=1)[CH:11]=O, predict the reaction product. The product is: [Cl:7][C:8]1[CH:15]=[C:14]([Cl:16])[CH:13]=[C:10]([CH:11]=[N:6][CH2:5][CH2:4][CH2:3][NH:2][CH3:1])[C:9]=1[OH:17]. (6) Given the reactants [Si]([O:8][C:9]1[CH:10]=[C:11]([C:15]([OH:33])([C:27]2[CH:32]=[CH:31][CH:30]=[CH:29][CH:28]=2)[C:16]([O:18][C@@H:19]2[CH:24]3[CH2:25][CH2:26][N:21]([CH2:22][CH2:23]3)[CH2:20]2)=[O:17])[CH:12]=[CH:13][CH:14]=1)(C(C)(C)C)(C)C.CCCC[N+](CCCC)(CCCC)CCCC.[F-], predict the reaction product. The product is: [OH:33][C:15]([C:11]1[CH:12]=[CH:13][CH:14]=[C:9]([OH:8])[CH:10]=1)([C:27]1[CH:32]=[CH:31][CH:30]=[CH:29][CH:28]=1)[C:16]([O:18][C@@H:19]1[CH:24]2[CH2:23][CH2:22][N:21]([CH2:26][CH2:25]2)[CH2:20]1)=[O:17]. (7) Given the reactants Br[C:2]1[CH:7]=[CH:6][C:5]([NH:8][S:9]([C:12]2[S:16][C:15]3[CH:17]=[CH:18][C:19]([F:21])=[CH:20][C:14]=3[C:13]=2[CH3:22])(=[O:11])=[O:10])=[C:4]([C:23]([F:26])([F:25])[F:24])[CH:3]=1.[N:27]1[CH:32]=[C:31](B(O)O)[CH:30]=[N:29][CH:28]=1, predict the reaction product. The product is: [N:27]1[CH:32]=[C:31]([C:2]2[CH:7]=[CH:6][C:5]([NH:8][S:9]([C:12]3[S:16][C:15]4[CH:17]=[CH:18][C:19]([F:21])=[CH:20][C:14]=4[C:13]=3[CH3:22])(=[O:11])=[O:10])=[C:4]([C:23]([F:24])([F:25])[F:26])[CH:3]=2)[CH:30]=[N:29][CH:28]=1. (8) Given the reactants N1C=CC=CC=1.[CH2:7]([O:9][C:10]([C:12]1[C:13]2[C:28](=[O:29])[CH:27]([Se]C3C=CC=CC=3)[CH2:26][CH2:25][CH2:24][C:14]=2[N:15]([C:17]([O:19][C:20]([CH3:23])([CH3:22])[CH3:21])=[O:18])[CH:16]=1)=[O:11])[CH3:8].OO, predict the reaction product. The product is: [CH2:7]([O:9][C:10]([C:12]1[C:13]2[C:28](=[O:29])[CH:27]=[CH:26][CH2:25][CH2:24][C:14]=2[N:15]([C:17]([O:19][C:20]([CH3:23])([CH3:21])[CH3:22])=[O:18])[CH:16]=1)=[O:11])[CH3:8]. (9) The product is: [C:1]([CH2:3][CH:4]([N:22]1[CH:26]=[C:25]([C:27]2[C:28]3[CH:35]=[CH:34][N:33]([CH2:36][O:37][CH2:38][CH2:39][Si:40]([CH3:43])([CH3:42])[CH3:41])[C:29]=3[N:30]=[CH:31][N:32]=2)[CH:24]=[N:23]1)[CH2:5][N:6]1[CH2:11][CH2:10][N:9]([C:12]([O:14][C:15]([CH3:17])([CH3:18])[CH3:16])=[O:13])[CH2:8][CH:7]1[CH2:19][O:20][CH3:21])#[N:2]. Given the reactants [C:1]([CH:3]=[CH:4][CH2:5][N:6]1[CH2:11][CH2:10][N:9]([C:12]([O:14][C:15]([CH3:18])([CH3:17])[CH3:16])=[O:13])[CH2:8][CH:7]1[CH2:19][O:20][CH3:21])#[N:2].[NH:22]1[CH:26]=[C:25]([C:27]2[C:28]3[CH:35]=[CH:34][N:33]([CH2:36][O:37][CH2:38][CH2:39][Si:40]([CH3:43])([CH3:42])[CH3:41])[C:29]=3[N:30]=[CH:31][N:32]=2)[CH:24]=[N:23]1.CN(C=O)C.C(=O)([O-])[O-].[K+].[K+], predict the reaction product.